This data is from Reaction yield outcomes from USPTO patents with 853,638 reactions. The task is: Predict the reaction yield, written as a fraction of the theoretical maximum amount of product (1.0 means a 100% yield; for example, 0.34 means a 34% yield). (1) The reactants are [CH3:1][C:2]1([CH3:30])[CH2:11][C:10]2[C:5](=[CH:6][CH:7]=[C:8]([C:12]([O:14]C)=[O:13])[CH:9]=2)[NH:4][CH:3]1[C:16]1[CH:21]=[CH:20][CH:19]=[C:18]([S:22]([N:25]2[CH2:29][CH2:28][CH2:27][CH2:26]2)(=[O:24])=[O:23])[CH:17]=1. The catalyst is CO.O1CCCC1. The product is [CH3:1][C:2]1([CH3:30])[CH2:11][C:10]2[C:5](=[CH:6][CH:7]=[C:8]([C:12]([OH:14])=[O:13])[CH:9]=2)[NH:4][CH:3]1[C:16]1[CH:21]=[CH:20][CH:19]=[C:18]([S:22]([N:25]2[CH2:29][CH2:28][CH2:27][CH2:26]2)(=[O:23])=[O:24])[CH:17]=1. The yield is 0.644. (2) The reactants are [N+:1]([C:4]1[CH:5]=[C:6]2[C:10](=[CH:11][CH:12]=1)[NH:9][CH:8]=[C:7]2[C:13]1[CH2:18][CH2:17][C:16](=O)[CH2:15][CH:14]=1)([O-:3])=[O:2].Cl.[CH2:21]([NH2:23])[CH3:22].CC(O)=O.[BH-](OC(C)=O)(OC(C)=O)OC(C)=O.[Na+]. The catalyst is ClCCCl.[OH-].[Na+]. The product is [CH2:21]([NH:23][CH:16]1[CH2:17][CH2:18][C:13]([C:7]2[C:6]3[C:10](=[CH:11][CH:12]=[C:4]([N+:1]([O-:3])=[O:2])[CH:5]=3)[NH:9][CH:8]=2)=[CH:14][CH2:15]1)[CH3:22]. The yield is 0.970. (3) The catalyst is CC(C)=O. The product is [C:1]([NH:4][CH:6]([OH:7])[C:5]([OH:9])=[O:8])(=[O:3])[CH3:2]. The yield is 1.00. The reactants are [C:1]([NH2:4])(=[O:3])[CH3:2].[C:5]([OH:9])(=[O:8])[CH:6]=[O:7]. (4) The product is [F:1][C:2]1([F:47])[CH2:3][CH2:4][CH:5]([C:8]2[C:17]3[CH:16]([OH:18])[CH2:15][C:14]([CH3:19])([CH3:20])[CH2:13][C:12]=3[N:11]=[C:10]([CH:21]3[CH2:26][CH2:25][N:24]([C:27]4[N:32]=[CH:31][C:30]([CH2:33][NH:49][CH3:48])=[CH:29][N:28]=4)[CH2:23][CH2:22]3)[C:9]=2[CH:35]([F:46])[C:36]2[CH:37]=[CH:38][C:39]([C:42]([F:45])([F:43])[F:44])=[CH:40][CH:41]=2)[CH2:6][CH2:7]1. The yield is 0.760. The catalyst is O1CCCC1.CO. The reactants are [F:1][C:2]1([F:47])[CH2:7][CH2:6][CH:5]([C:8]2[C:17]3[CH:16]([OH:18])[CH2:15][C:14]([CH3:20])([CH3:19])[CH2:13][C:12]=3[N:11]=[C:10]([CH:21]3[CH2:26][CH2:25][N:24]([C:27]4[N:32]=[CH:31][C:30]([CH:33]=O)=[CH:29][N:28]=4)[CH2:23][CH2:22]3)[C:9]=2[CH:35]([F:46])[C:36]2[CH:41]=[CH:40][C:39]([C:42]([F:45])([F:44])[F:43])=[CH:38][CH:37]=2)[CH2:4][CH2:3]1.[CH3:48][NH2:49].CO.[BH4-].[Na+].[Cl-].[NH4+].C(=O)([O-])O.[Na+]. (5) The reactants are [CH:1]1([S:4]([NH:7][C:8](=[O:14])[O:9][C:10]([CH3:13])([CH3:12])[CH3:11])(=[O:6])=[O:5])[CH2:3][CH2:2]1.C([Li])CCC.Br[CH2:21][CH2:22][CH2:23][CH2:24][CH2:25][CH:26]=[CH2:27]. The catalyst is C1COCC1. The product is [CH2:27]([C:1]1([S:4]([NH:7][C:8](=[O:14])[O:9][C:10]([CH3:11])([CH3:13])[CH3:12])(=[O:6])=[O:5])[CH2:2][CH2:3]1)[CH2:26][CH2:25][CH2:24][CH2:23][CH:22]=[CH2:21]. The yield is 0.443. (6) The reactants are [Cl:1][C:2]1[C:3]([F:12])=[CH:4][C:5]([OH:11])=[C:6]([C:8](=[O:10])[CH3:9])[CH:7]=1.S(=O)(=O)(O)O.[Br:18]N1C(=O)CCC1=O. The catalyst is O.ClCCl.CC(O)=O. The product is [Br:18][C:4]1[C:5]([OH:11])=[C:6]([C:8](=[O:10])[CH3:9])[CH:7]=[C:2]([Cl:1])[C:3]=1[F:12]. The yield is 0.809. (7) The reactants are [NH2:1][C:2]1[CH:11]=[C:10]([C:12](=[O:18])[N:13]([CH2:16][CH3:17])[CH2:14][CH3:15])[CH:9]=[CH:8][C:3]=1[C:4]([O:6]C)=O.[CH3:19][NH2:20]. No catalyst specified. The product is [NH2:1][C:2]1[CH:11]=[C:10]([C:12]([N:13]([CH2:16][CH3:17])[CH2:14][CH3:15])=[O:18])[CH:9]=[CH:8][C:3]=1[C:4]([NH:20][CH3:19])=[O:6]. The yield is 0.700. (8) The reactants are [CH:1]1[C:10]2[C:5](=[CH:6][CH:7]=[CH:8][CH:9]=2)[CH:4]=[CH:3][C:2]=1[S:11]([CH:14]1[CH2:19][CH2:18][NH:17][CH2:16][CH2:15]1)(=[O:13])=[O:12].[Cl:20][C:21]1[CH:22]=[N:23][CH:24]=[C:25]([Cl:28])[C:26]=1Cl. No catalyst specified. The product is [Cl:20][C:21]1[CH:22]=[N:23][CH:24]=[C:25]([Cl:28])[C:26]=1[N:17]1[CH2:18][CH2:19][CH:14]([S:11]([C:2]2[CH:3]=[CH:4][C:5]3[C:10](=[CH:9][CH:8]=[CH:7][CH:6]=3)[CH:1]=2)(=[O:12])=[O:13])[CH2:15][CH2:16]1. The yield is 0.120.